Dataset: Experimentally validated miRNA-target interactions with 360,000+ pairs, plus equal number of negative samples. Task: Binary Classification. Given a miRNA mature sequence and a target amino acid sequence, predict their likelihood of interaction. (1) The miRNA is mmu-miR-28b with sequence AGGAGCUCACAAUCUAUUUAG. The protein sequence of the target gene is MKLQAVMETLIQRQQRARQELEARQAPPPPPPEPTGVRARTTMTDEDREPENARMHRTQMAALAAMRAAAAGLGHPSSPGGSEDGPPISGDEDTAREGTLSSPALHGSVLEGAGHAEGDRHLMDVGSDDDDTKSKWEEQELEELGEEEEEEEEEDDFEEEEEEEEGLGPPESASLGTAGLFTRKAPPAQAFRGDGGPRMLSGPERLGPGPAHPSHMASQMPPPDHGDWTFEEQFKQLYELDADPKRKEFLDDLFSFMQKRGTPVNRIPIMAKQVLDLFMLYVLVTEKGGLVEVINKKLWR.... Result: 0 (no interaction). (2) The miRNA is hsa-miR-4476 with sequence CAGGAAGGAUUUAGGGACAGGC. The protein sequence of the target gene is MEPHLLGLLLGLLLGGTRVLAGYPIWWSLALGQQYTSLGSQPLLCGSIPGLVPKQLRFCRNYIEIMPSVAEGVKLGIQECQHQFRGRRWNCTTIDDSLAIFGPVLDKATRESAFVHAIASAGVAFAVTRSCAEGTSTICGCDSHHKGPPGEGWKWGGCSEDADFGVLVSREFADARENRPDARSAMNKHNNEAGRTTILDHMHLKCKCHGLSGSCEVKTCWWAQPDFRAIGDFLKDKYDSASEMVVEKHRESRGWVETLRAKYSLFKPPTERDLVYYENSPNFCEPNPETGSFGTRDRTC.... Result: 0 (no interaction). (3) The miRNA is hsa-miR-3149 with sequence UUUGUAUGGAUAUGUGUGUGUAU. The protein sequence of the target gene is MQRANHSTVTQFILVGFSVFPHLQLMLFLLFLLMYLFTLLGNLLIMATVWSERSLHTPMYLFLCALSVSEILYTVAIIPRMLADLLSTQRSIAFLACASQMFFSFSFGFTHSFLLTVMGYDRYVAICHPLRYNVLMSPRGCACLVGCSWAGGLVMGMVVTSAIFHLAFCGHKEIHHFACHVPPLLKLACGDDVLVVAKGVGLVCITALLGCFLLILLSYAFIVAAILKIPSAEGRNKAFSTCASHLTVVVVHYGFASVIYLKPKSPQSLEGDTLMGITYTVLTPFLSPIIFSLRNKELKV.... Result: 0 (no interaction). (4) The miRNA is mmu-miR-338-3p with sequence UCCAGCAUCAGUGAUUUUGUUG. The protein sequence of the target gene is MSVNYAAGLSPYADKGKCGLPEIFDPPEELERKVWELARLMWQSSSVVFHTGAGISTASGIPDFRGPHGVWTMEERGLAPKFDTTFENARPSKTHMALVQLERMGFLSFLVSQNVDGLHVRSGFPRDKLAELHGNMFVEECPKCKTQYVRDTVVGTMGLKATGRLCTVAKTRGLRACRGELRDTILDWEDSLPDRDLMLADEASRTADLSVTLGTSLQIRPSGNLPLATKRRGGRLVIVNLQPTKHDRQADLRIHGYVDEVMCRLMKHLGLEIPAWDGPCVLDKALPPLPRPVALKAEPP.... Result: 0 (no interaction). (5) The miRNA is hsa-miR-378g with sequence ACUGGGCUUGGAGUCAGAAG. The protein sequence of the target gene is MSGGGEQPDILSVGILVKERWKVLRKIGGGGFGEIYDALDMLTRENVALKVESAQQPKQVLKMEVAVLKKLQGKDHVCRFIGCGRNDRFNYVVMQLQGRNLADLRRSQSRGTFTISTTLRLGKQILESIESIHSVGFLHRDIKPSNFAMGRFPSTCRKCFMLDFGLARQFTNSCGDVRPPRAVAGFRGTVRYASINAHRNREMGRHDDLWSLFYMLVEFVVGQLPWRKIKDKEQVGSIKERYDHRLMLKHLPPEFSTFLDHISSLDYFTKPDYQLLTSVFDNSIKTFGVIESDPFDWEKS.... Result: 0 (no interaction). (6) The miRNA is hsa-miR-570-3p with sequence CGAAAACAGCAAUUACCUUUGC. The protein sequence of the target gene is MAAARCWRPLLRGPRLSLHTAANAAATATETTCQDVAATPVARYPPIVASMTADSKAARLRRIERWQATVHAAESVDEKLRILTKMQFMKYMVYPQTFALNADRWYQYFTKTVFLSGLPPPPAEPEPEPEPEPEPALDLAALRAVACDCLLQEHFYLRRRRRVHRYEESEVISLPFLDQLVSTLVGLLSPHNPALAAAALDYRCPVHFYWVRGEEIIPRGHRRGRIDDLRYQIDDKPNNQIRISKQLAEFVPLDYSVPIEIPTIKCKPDKLPLFKRQYENHIFVGSKTADPCCYGHTQFH.... Result: 1 (interaction). (7) The miRNA is hsa-miR-1200 with sequence CUCCUGAGCCAUUCUGAGCCUC. The protein sequence of the target gene is MAQFPTPFGGSLDVWAITVEERAKHDQQFLSLKPIAGFITGDQARNFFFQSGLPQPVLAQIWALADMNNDGRMDQVEFSIAMKLIKLKLQGYQLPSTLPPVMKQQPVAISSAPAFGIGGIASMPPLTAVAPVPMGSIPVVGMSPPLVSSVPPAAVPPLANGAPPVIQPLPAFAHPAATLPKSSSFSRSGPGSQLNTKLQKAQSFDVASAPPAAEWAVPQSSRLKYRQLFNSHDKTMSGHLTGPQARTILMQSSLPQAQLASIWNLSDIDQDGKLTAEEFILAMHLIDVAMSGQPLPPVLP.... Result: 0 (no interaction). (8) The miRNA is hsa-miR-196b-3p with sequence UCGACAGCACGACACUGCCUUC. The protein sequence of the target gene is MANNDAVLKRLEQKGAEADQIIEYLKQQVSLLKEKAILQATLREEKKLRVENAKLKKEIEELKQELIQAEIQNGVKQIPFPSGTPLHANSMVSENVIQSTAVTTVSSGTKEQIKGGTGDEKKAKEKIEKKGEKKEKKQQSIAGSADSKPIDVSRLDLRIGCIITARKHPDADSLYVEEVDVGEIAPRTVVSGLVNHVPLEQMQNRMVILLCNLKPAKMRGVLSQAMVMCASSPEKIEILAPPNGSVPGDRITFDAFPGEPDKELNPKKKIWEQIQPDLHTNDECVATYKGVPFEVKGKGV.... Result: 0 (no interaction).